The task is: Regression. Given a peptide amino acid sequence and an MHC pseudo amino acid sequence, predict their binding affinity value. This is MHC class II binding data.. This data is from Peptide-MHC class II binding affinity with 134,281 pairs from IEDB. (1) The peptide sequence is FKIMLKALSHLSLGL. The MHC is H-2-IAb with pseudo-sequence H-2-IAb. The binding affinity (normalized) is 0.161. (2) The peptide sequence is MVTQMAMTDTTPFGQQR. The MHC is DRB1_1101 with pseudo-sequence DRB1_1101. The binding affinity (normalized) is 0.256. (3) The peptide sequence is CKYGSLKPNCGNKVV. The MHC is HLA-DQA10102-DQB10602 with pseudo-sequence HLA-DQA10102-DQB10602. The binding affinity (normalized) is 0.215. (4) The peptide sequence is SQSLELSWNLNGLQAY. The MHC is HLA-DQA10101-DQB10501 with pseudo-sequence HLA-DQA10101-DQB10501. The binding affinity (normalized) is 0.556. (5) The peptide sequence is LNKIVRMYSPVSILDI. The MHC is DRB1_1602 with pseudo-sequence DRB1_1602. The binding affinity (normalized) is 0.836. (6) The peptide sequence is LECQVQTAVDFGNSY. The MHC is HLA-DQA10201-DQB10402 with pseudo-sequence HLA-DQA10201-DQB10402. The binding affinity (normalized) is 0.346. (7) The peptide sequence is GNTPIFKSGRGCGSC. The MHC is DRB1_1602 with pseudo-sequence DRB1_1602. The binding affinity (normalized) is 0.550.